Predict the product of the given reaction. From a dataset of Forward reaction prediction with 1.9M reactions from USPTO patents (1976-2016). (1) Given the reactants [H-].[Na+].[C:3]([C:5]1[CH:10]=[CH:9][C:8]([CH2:11][CH2:12][C:13]([O:15][CH2:16][CH3:17])=[O:14])=[CH:7][CH:6]=1)#[N:4].[CH:18](OCC)=[O:19].C(O)(=O)C, predict the reaction product. The product is: [C:3]([C:5]1[CH:10]=[CH:9][C:8]([CH2:11][CH:12]([CH:18]=[O:19])[C:13]([O:15][CH2:16][CH3:17])=[O:14])=[CH:7][CH:6]=1)#[N:4]. (2) Given the reactants Br[C:2]1[CH:9]=[C:8]([F:10])[CH:7]=[C:6]([N:11]2[N:20]=[CH:19][C:18]3[C:13](=[C:14]([F:25])[CH:15]=[C:16]([C:21]([CH3:24])([CH3:23])[CH3:22])[CH:17]=3)[C:12]2=[O:26])[C:3]=1[CH:4]=[O:5].[CH2:27]([C@H:29]1[CH2:34][N:33]([CH:35]2[CH2:38][O:37][CH2:36]2)[CH2:32][CH2:31][N:30]1[C:39]1[CH:40]=[CH:41][C:42]([NH:45][C:46]2[C:47](=[O:62])[N:48]([CH3:61])[CH:49]=[C:50](B3OC(C)(C)C(C)(C)O3)[CH:51]=2)=[N:43][CH:44]=1)[CH3:28].[O-]P([O-])([O-])=O.[K+].[K+].[K+].C([O-])(=O)C.[Na+], predict the reaction product. The product is: [C:21]([C:16]1[CH:17]=[C:18]2[C:13](=[C:14]([F:25])[CH:15]=1)[C:12](=[O:26])[N:11]([C:6]1[CH:7]=[C:8]([F:10])[CH:9]=[C:2]([C:50]3[CH:51]=[C:46]([NH:45][C:42]4[CH:41]=[CH:40][C:39]([N:30]5[CH2:31][CH2:32][N:33]([CH:35]6[CH2:36][O:37][CH2:38]6)[CH2:34][C@@H:29]5[CH2:27][CH3:28])=[CH:44][N:43]=4)[C:47](=[O:62])[N:48]([CH3:61])[CH:49]=3)[C:3]=1[CH:4]=[O:5])[N:20]=[CH:19]2)([CH3:23])([CH3:22])[CH3:24].